From a dataset of Full USPTO retrosynthesis dataset with 1.9M reactions from patents (1976-2016). Predict the reactants needed to synthesize the given product. Given the product [CH2:1]([C:8]1[CH:9]=[N:10][C:11]2[C:16]([C:17]=1[C:18]1[CH:19]=[C:20]([NH:24][CH2:29][C:31]3[CH:32]=[C:33]4[C:37](=[CH:38][CH:39]=3)[NH:36][CH:35]=[CH:34]4)[CH:21]=[CH:22][CH:23]=1)=[CH:15][CH:14]=[CH:13][C:12]=2[C:25]([F:28])([F:26])[F:27])[C:2]1[CH:3]=[CH:4][CH:5]=[CH:6][CH:7]=1, predict the reactants needed to synthesize it. The reactants are: [CH2:1]([C:8]1[CH:9]=[N:10][C:11]2[C:16]([C:17]=1[C:18]1[CH:19]=[C:20]([NH2:24])[CH:21]=[CH:22][CH:23]=1)=[CH:15][CH:14]=[CH:13][C:12]=2[C:25]([F:28])([F:27])[F:26])[C:2]1[CH:7]=[CH:6][CH:5]=[CH:4][CH:3]=1.[CH:29]([C:31]1[CH:32]=[C:33]2[C:37](=[CH:38][CH:39]=1)[NH:36][CH:35]=[CH:34]2)=O.